Dataset: Catalyst prediction with 721,799 reactions and 888 catalyst types from USPTO. Task: Predict which catalyst facilitates the given reaction. (1) Reactant: [F:1][C:2]([F:17])(S(F)(=O)=O)[C:3]([F:12])([F:11])[C:4]([F:10])([F:9])[S:5]([F:8])(=[O:7])=[O:6].C(N(CC)CC)C.C(OCC)(=O)C. Product: [F:10][C:4]([F:9])([S:5]([F:8])(=[O:6])=[O:7])[C:3]([F:11])([F:12])[CH:2]([F:1])[F:17]. The catalyst class is: 1. (2) Reactant: Br[C:2]1[CH:3]=[C:4]([CH:9]=[C:10]([C:12]([N:14]2[CH2:18][CH2:17][CH2:16][CH2:15]2)=[O:13])[CH:11]=1)[C:5]([O:7][CH3:8])=[O:6].[CH3:19][C:20]1[CH:21]=[CH:22][C:23]([Sn](CCCC)(CCCC)CCCC)=[N:24][CH:25]=1. Product: [CH3:19][C:20]1[CH:21]=[CH:22][C:23]([C:2]2[CH:3]=[C:4]([CH:9]=[C:10]([C:12]([N:14]3[CH2:18][CH2:17][CH2:16][CH2:15]3)=[O:13])[CH:11]=2)[C:5]([O:7][CH3:8])=[O:6])=[N:24][CH:25]=1. The catalyst class is: 73. (3) Reactant: [NH2:1][C:2]1[C:3]([C:8]([OH:10])=O)=[N:4][CH:5]=[CH:6][CH:7]=1.[CH3:11][N:12](C=O)C.CCN(C(C)C)C(C)C.Cl.CN.CN(C(ON1N=NC2C=CC=CC1=2)=[N+](C)C)C.[B-](F)(F)(F)F. Product: [NH2:1][C:2]1[C:3]([C:8]([NH:12][CH3:11])=[O:10])=[N:4][CH:5]=[CH:6][CH:7]=1. The catalyst class is: 6. (4) The catalyst class is: 7. Product: [C:10]([OH:15])(=[O:26])[C:11]([OH:13])=[O:12].[NH2:7][CH2:8][CH2:9][C@@H:10]([O:15][C:24]1[CH:25]=[C:18]([Cl:17])[CH:19]=[CH:20][C:21]=1[C:22]#[N:23])[CH2:11][O:13][CH3:14]. Reactant: CC(C)(OC([NH:7][CH2:8][CH2:9][C@H:10]([OH:15])[C:11]([O:13][CH3:14])=[O:12])=O)C.[Cl:17][C:18]1[CH:25]=[CH:24][C:21]([C:22]#[N:23])=[C:20]([OH:26])[CH:19]=1.C1(P(C2C=CC=CC=2)C2C=CC=CC=2)C=CC=CC=1.N(C(OCC)=O)=NC(OCC)=O.